Dataset: Forward reaction prediction with 1.9M reactions from USPTO patents (1976-2016). Task: Predict the product of the given reaction. (1) Given the reactants [CH3:1][C:2]1[C:10]([N+:11]([O-])=[O:12])=[CH:9][CH:8]=[CH:7][C:3]=1[C:4](=S)[NH2:5].[NH2:14][NH2:15].[OH2:16], predict the reaction product. The product is: [CH3:1][C:2]1[C:10]([N+:11]([O-:12])=[O:16])=[CH:9][CH:8]=[CH:7][C:3]=1[C:4](=[NH:5])[NH:14][NH2:15]. (2) Given the reactants [CH3:1][C:2]1[CH:3]=[C:4]2[C:9](=[C:10]([N+:12]([O-])=O)[CH:11]=1)[N:8]=[CH:7][CH:6]=[CH:5]2.O.NN, predict the reaction product. The product is: [CH3:1][C:2]1[CH:3]=[C:4]2[C:9](=[C:10]([NH2:12])[CH:11]=1)[N:8]=[CH:7][CH:6]=[CH:5]2. (3) Given the reactants [CH2:1]([O:3][C:4]1[C:5](O)=[N:6][CH:7]=[CH:8][CH:9]=1)[CH3:2].C(N(CC)C1C=CC=CC=1)C.P(Cl)(Cl)([Cl:24])=O, predict the reaction product. The product is: [Cl:24][C:5]1[C:4]([O:3][CH2:1][CH3:2])=[CH:9][CH:8]=[CH:7][N:6]=1. (4) Given the reactants C(OC(=O)[NH:7][C@H:8]([CH2:14][C:15]1[CH:20]=[C:19]([F:21])[C:18]([F:22])=[CH:17][C:16]=1[F:23])[CH2:9][C:10]([NH:12][NH2:13])=O)(C)(C)C.[F:25][C:26]([F:38])([F:37])[C:27]1[N:36]=[C:30]2[C:31](=S)[NH:32][CH2:33][CH2:34][N:29]2[N:28]=1, predict the reaction product. The product is: [F:23][C:16]1[CH:17]=[C:18]([F:22])[C:19]([F:21])=[CH:20][C:15]=1[CH2:14][C@@H:8]([NH2:7])[CH2:9][C:10]1[N:32]2[C:31]([C:30]3[N:29]([N:28]=[C:27]([C:26]([F:38])([F:37])[F:25])[N:36]=3)[CH2:34][CH2:33]2)=[N:13][N:12]=1. (5) Given the reactants CCN(C(C)C)C(C)C.[Cl:10][C:11]1[N:16]=[CH:15][C:14]([C:17]([OH:19])=O)=[CH:13][CH:12]=1.C1C=CC2N(O)N=NC=2C=1.CCN=C=NCCCN(C)C.[O:41]=[C:42]([N:59]1[CH2:64][CH2:63][NH:62][CH2:61][CH2:60]1)[CH2:43][NH:44][C:45]([C:47]1[CH:52]=[CH:51][C:50]([C:53]2[CH:58]=[CH:57][CH:56]=[CH:55][CH:54]=2)=[CH:49][CH:48]=1)=[O:46], predict the reaction product. The product is: [Cl:10][C:11]1[N:16]=[CH:15][C:14]([C:17]([N:62]2[CH2:61][CH2:60][N:59]([C:42](=[O:41])[CH2:43][NH:44][C:45]([C:47]3[CH:52]=[CH:51][C:50]([C:53]4[CH:58]=[CH:57][CH:56]=[CH:55][CH:54]=4)=[CH:49][CH:48]=3)=[O:46])[CH2:64][CH2:63]2)=[O:19])=[CH:13][CH:12]=1. (6) Given the reactants C([NH:8][C@H:9]([C:17]([OH:19])=[O:18])[CH2:10][C:11]1[CH:16]=[CH:15][CH:14]=[CH:13][CH:12]=1)(OC(C)(C)C)=O.[N+:20]([O-:34])([O:22][CH2:23][C@H:24]([O:30][N+:31]([O-:33])=[O:32])[CH2:25][CH2:26][CH2:27][CH2:28]O)=[O:21].C(OC(NCC(OCCCCO[N+]([O-])=O)=O)=O)(C)(C)C, predict the reaction product. The product is: [NH2:8][C@@H:9]([CH2:10][C:11]1[CH:12]=[CH:13][CH:14]=[CH:15][CH:16]=1)[C:17]([O:19][CH2:28][CH2:27][CH2:26][CH2:25][C@@H:24]([O:30][N+:31]([O-:33])=[O:32])[CH2:23][O:22][N+:20]([O-:34])=[O:21])=[O:18]. (7) The product is: [C:23]([O:20][C:11]1([C:12]2[CH:17]=[CH:16][C:15]([O:18][CH3:19])=[CH:14][CH:13]=2)[C:2]2([Br:21])[CH:3]([CH2:4][CH2:5][CH2:6][CH2:7]2)[C:8](=[O:10])[O:9]1)(=[O:26])[CH3:24]. Given the reactants O[C:2]1([C:11](=[O:20])[C:12]2[CH:17]=[CH:16][C:15]([O:18][CH3:19])=[CH:14][CH:13]=2)[CH2:7][CH2:6][CH2:5][CH2:4][CH:3]1[C:8]([OH:10])=[O:9].[Br:21]Br.[C:23]([O:26]C(=O)C)(=O)[CH3:24], predict the reaction product. (8) Given the reactants [F:1][C:2]1[CH:3]=[C:4]([C:32](=O)[CH3:33])[CH:5]=[CH:6][C:7]=1[N:8]1[CH2:13][CH2:12][N:11]([C:14]([C:16]2[CH:21]=[C:20]([S:22]([CH3:25])(=[O:24])=[O:23])[CH:19]=[CH:18][C:17]=2[N:26]2[CH2:31][CH2:30][CH2:29][CH2:28][CH2:27]2)=[O:15])[CH2:10][CH2:9]1.[NH2:35][OH:36].[CH3:37]I.[OH-].[K+], predict the reaction product. The product is: [CH3:37][O:36][N:35]=[C:32]([C:4]1[CH:5]=[CH:6][C:7]([N:8]2[CH2:9][CH2:10][N:11]([C:14]([C:16]3[CH:21]=[C:20]([S:22]([CH3:25])(=[O:24])=[O:23])[CH:19]=[CH:18][C:17]=3[N:26]3[CH2:31][CH2:30][CH2:29][CH2:28][CH2:27]3)=[O:15])[CH2:12][CH2:13]2)=[C:2]([F:1])[CH:3]=1)[CH3:33].